This data is from Full USPTO retrosynthesis dataset with 1.9M reactions from patents (1976-2016). The task is: Predict the reactants needed to synthesize the given product. (1) Given the product [CH3:8][O:9][CH2:10][CH2:11][N:12]1[CH:6]([C:2]2[S:1][CH:5]=[CH:4][CH:3]=2)[CH:14]([C:13]([NH:25][C:26]2[O:30][C:29]([C:31]([O:33][CH2:34][CH3:35])=[O:32])=[N:28][N:27]=2)=[O:24])[C:15]2[C:16](=[CH:20][CH:21]=[CH:22][CH:23]=2)[C:17]1=[O:19], predict the reactants needed to synthesize it. The reactants are: [S:1]1[CH:5]=[CH:4][CH:3]=[C:2]1[CH:6]=O.[CH3:8][O:9][CH2:10][CH2:11][NH2:12].[C:13]1(=[O:24])[O:19][C:17](=O)[C:16]2=[CH:20][CH:21]=[CH:22][CH:23]=[C:15]2[CH2:14]1.[NH2:25][C:26]1[O:30][C:29]([C:31]([O:33][CH2:34][CH3:35])=[O:32])=[N:28][N:27]=1. (2) Given the product [CH:26]1([CH2:32][O:33][C:16]2[N:15]=[CH:14][C:13]3[C:18](=[CH:19][CH:20]=[C:11]([O:10][C:8]4[CH:7]=[CH:6][N:5]=[C:4]([C:3]([NH:2][CH3:1])=[O:25])[CH:9]=4)[CH:12]=3)[N:17]=2)[CH2:31][CH2:30][CH2:29][CH2:28][CH2:27]1, predict the reactants needed to synthesize it. The reactants are: [CH3:1][NH:2][C:3](=[O:25])[C:4]1[CH:9]=[C:8]([O:10][C:11]2[CH:12]=[C:13]3[C:18](=[CH:19][CH:20]=2)[N:17]=[C:16](S(C)(=O)=O)[N:15]=[CH:14]3)[CH:7]=[CH:6][N:5]=1.[CH:26]1([CH2:32][OH:33])[CH2:31][CH2:30][CH2:29][CH2:28][CH2:27]1. (3) Given the product [CH3:18][N:19]([CH3:24])[S:20]([N:5]1[CH:6]=[CH:7][C:3]([C:2]([F:9])([F:8])[F:1])=[N:4]1)(=[O:22])=[O:21], predict the reactants needed to synthesize it. The reactants are: [F:1][C:2]([F:9])([F:8])[C:3]1[CH:7]=[CH:6][NH:5][N:4]=1.N12CCN(CC1)CC2.[CH3:18][N:19]([CH3:24])[S:20](Cl)(=[O:22])=[O:21]. (4) Given the product [ClH:24].[CH3:14][C:10]1[S:9][C:8]2=[N:7][C:6]([CH2:5][C:4]([OH:15])=[O:3])=[CH:13][N:12]2[CH:11]=1, predict the reactants needed to synthesize it. The reactants are: C([O:3][C:4](=[O:15])[CH2:5][C:6]1[N:7]=[C:8]2[N:12]([CH:13]=1)[CH:11]=[C:10]([CH3:14])[S:9]2)C.C(O)C.C(OCC)C.[ClH:24]. (5) Given the product [CH2:32]([N:31]([CH3:30])[C:6]1[C:5]2[C:10](=[CH:11][C:2]([F:1])=[C:3]([C:23]3[CH:28]=[CH:27][CH:26]=[CH:25][C:24]=3[CH3:29])[CH:4]=2)[N:9]=[C:8]([N:12]2[CH:16]=[C:15]([C:17]([OH:19])=[O:18])[CH:14]=[N:13]2)[N:7]=1)[CH3:33], predict the reactants needed to synthesize it. The reactants are: [F:1][C:2]1[CH:11]=[C:10]2[C:5]([C:6](=O)[NH:7][C:8]([N:12]3[CH:16]=[C:15]([C:17]([O:19]CC)=[O:18])[CH:14]=[N:13]3)=[N:9]2)=[CH:4][C:3]=1[C:23]1[CH:28]=[CH:27][CH:26]=[CH:25][C:24]=1[CH3:29].[CH3:30][NH:31][CH2:32][CH3:33]. (6) Given the product [Br:26][C:27]1[CH:32]=[CH:31][C:30]([O:33][CH2:34][CH2:35][N:7]2[C:8](=[O:18])[C:9]3[N:10]([CH2:15][CH:16]=[CH2:17])[C:11]([Cl:14])=[N:12][C:13]=3[N:5]([CH2:1][CH2:2][CH2:3][CH3:4])[C:6]2=[O:19])=[CH:29][CH:28]=1, predict the reactants needed to synthesize it. The reactants are: [CH2:1]([N:5]1[C:13]2[N:12]=[C:11]([Cl:14])[N:10]([CH2:15][CH:16]=[CH2:17])[C:9]=2[C:8](=[O:18])[NH:7][C:6]1=[O:19])[CH2:2][CH2:3][CH3:4].C([O-])([O-])=O.[Cs+].[Cs+].[Br:26][C:27]1[CH:32]=[CH:31][C:30]([O:33][CH2:34][CH2:35]Br)=[CH:29][CH:28]=1. (7) Given the product [CH3:12][N:13]([CH2:15][CH2:16][CH2:17][N:18]1[C:19]2[CH:20]=[CH:21][CH:22]=[CH:23][C:24]=2[CH2:25][CH2:26][C:27]2[CH:32]=[CH:31][CH:30]=[CH:29][C:28]1=2)[CH3:14].[C:1]([O-:10])(=[O:9])[C:2]1[C:3](=[CH:5][CH:6]=[CH:7][CH:8]=1)[OH:4], predict the reactants needed to synthesize it. The reactants are: [C:1]([O-:10])(=[O:9])[C:2]1[C:3](=[CH:5][CH:6]=[CH:7][CH:8]=1)[OH:4].[Na+].[CH3:12][N:13]([CH2:15][CH2:16][CH2:17][N:18]1[C:28]2[CH:29]=[CH:30][CH:31]=[CH:32][C:27]=2[CH2:26][CH2:25][C:24]2[CH:23]=[CH:22][CH:21]=[CH:20][C:19]1=2)[CH3:14].Cl. (8) Given the product [Cl:36][C:34]1[CH:33]=[CH:32][C:30]2[N:31]=[C:27]([NH:25][C:22]3[CH:21]=[CH:20][C:19]([C:16]4[CH:17]=[CH:18][C:13]([C:11]([C@@H:7]5[CH2:8][CH2:9][CH2:10][C@H:5]([C:3]([OH:4])=[O:2])[CH2:6]5)=[O:12])=[CH:14][CH:15]=4)=[CH:24][CH:23]=3)[S:28][C:29]=2[CH:35]=1, predict the reactants needed to synthesize it. The reactants are: C[O:2][C:3]([CH:5]1[CH2:10][CH2:9][CH2:8][CH:7]([C:11]([C:13]2[CH:18]=[CH:17][C:16]([C:19]3[CH:24]=[CH:23][C:22]([NH2:25])=[CH:21][CH:20]=3)=[CH:15][CH:14]=2)=[O:12])[CH2:6]1)=[O:4].Cl[C:27]1[S:28][C:29]2[CH:35]=[C:34]([Cl:36])[CH:33]=[CH:32][C:30]=2[N:31]=1.[OH-].[Na+].Cl. (9) Given the product [Cl:1][C:2]1[CH:30]=[CH:29][C:5]([CH2:6][NH:7][C:8]([C:10]2[C:19](=[O:20])[C:18]3[C:13]4=[C:14]([CH:38]=[C:37]([CH2:36][NH:35][CH3:34])[N:12]4[CH:11]=2)[CH:15]=[C:16]([CH2:21][N:22]2[CH2:27][CH2:26][O:25][CH2:24][CH2:23]2)[CH:17]=3)=[O:9])=[CH:4][CH:3]=1, predict the reactants needed to synthesize it. The reactants are: [Cl:1][C:2]1[CH:30]=[CH:29][C:5]([CH2:6][NH:7][C:8]([C:10]2[CH:11]=[N:12][C:13]3[C:18]([C:19]=2[OH:20])=[CH:17][C:16]([CH2:21][N:22]2[CH2:27][CH2:26][O:25][CH2:24][CH2:23]2)=[CH:15][C:14]=3I)=[O:9])=[CH:4][CH:3]=1.ClCCl.[CH3:34][NH:35][CH2:36][C:37]#[CH:38].